From a dataset of Reaction yield outcomes from USPTO patents with 853,638 reactions. Predict the reaction yield, written as a fraction of the theoretical maximum amount of product (1.0 means a 100% yield; for example, 0.34 means a 34% yield). The reactants are C(OC[O:10][CH2:11][C@@H:12]([CH3:27])[CH2:13][CH2:14][CH2:15][C:16]([CH3:26])([CH3:25])[O:17][Si:18]([C:21]([CH3:24])([CH3:23])[CH3:22])([CH3:20])[CH3:19])C1C=CC=CC=1.[H][H]. The catalyst is C(OCC)(=O)C.[Pd]. The product is [Si:18]([O:17][C:16]([CH3:25])([CH3:26])[CH2:15][CH2:14][CH2:13][C@H:12]([CH3:27])[CH2:11][OH:10])([C:21]([CH3:24])([CH3:23])[CH3:22])([CH3:20])[CH3:19]. The yield is 0.780.